Dataset: Catalyst prediction with 721,799 reactions and 888 catalyst types from USPTO. Task: Predict which catalyst facilitates the given reaction. (1) Reactant: O[CH:2]=[C:3]1[C:11]2[C:6](=[CH:7][C:8]([C:12]([C:14]3[CH:15]=[C:16]([NH:20][C:21]([C:23]4[O:24][CH:25]=[CH:26][C:27]=4[CH3:28])=[O:22])[CH:17]=[CH:18][CH:19]=3)=[O:13])=[CH:9][CH:10]=2)[NH:5][C:4]1=[O:29].[N:30]1([CH2:35][CH2:36][C:37]2[CH:42]=[CH:41][C:40]([NH2:43])=[CH:39][CH:38]=2)[CH2:34][CH2:33][CH2:32][CH2:31]1. Product: [O:29]=[C:4]1[C:3](=[CH:2][NH:43][C:40]2[CH:41]=[CH:42][C:37]([CH2:36][CH2:35][N:30]3[CH2:34][CH2:33][CH2:32][CH2:31]3)=[CH:38][CH:39]=2)[C:11]2[C:6](=[CH:7][C:8]([C:12]([C:14]3[CH:15]=[C:16]([NH:20][C:21]([C:23]4[O:24][CH:25]=[CH:26][C:27]=4[CH3:28])=[O:22])[CH:17]=[CH:18][CH:19]=3)=[O:13])=[CH:9][CH:10]=2)[NH:5]1. The catalyst class is: 1. (2) Reactant: [CH2:1]([O:8][C:9]1[CH:14]=[C:13]([Cl:15])[CH:12]=[CH:11][C:10]=1[C:16]1[N:20]=[C:19]([CH2:21]O)[S:18][N:17]=1)[C:2]1[CH:7]=[CH:6][CH:5]=[CH:4][CH:3]=1.P(Br)(Br)[Br:24].O. Product: [CH2:1]([O:8][C:9]1[CH:14]=[C:13]([Cl:15])[CH:12]=[CH:11][C:10]=1[C:16]1[N:20]=[C:19]([CH2:21][Br:24])[S:18][N:17]=1)[C:2]1[CH:7]=[CH:6][CH:5]=[CH:4][CH:3]=1. The catalyst class is: 11. (3) Reactant: [H-].[Na+].Cl[C:4]1[C:5]([CH2:11][NH:12][CH2:13][C@@H:14]([C:16]2[CH:21]=[CH:20][CH:19]=[CH:18][CH:17]=2)[OH:15])=[N:6][CH:7]=[C:8]([Cl:10])[N:9]=1. Product: [Cl:10][C:8]1[CH:7]=[N:6][C:5]2[CH2:11][NH:12][CH2:13][C@@H:14]([C:16]3[CH:21]=[CH:20][CH:19]=[CH:18][CH:17]=3)[O:15][C:4]=2[N:9]=1. The catalyst class is: 387.